This data is from Reaction yield outcomes from USPTO patents with 853,638 reactions. The task is: Predict the reaction yield, written as a fraction of the theoretical maximum amount of product (1.0 means a 100% yield; for example, 0.34 means a 34% yield). (1) The reactants are [Cl:1][C:2]1[CH:19]=[CH:18][C:17]([CH:20]2[C@H:25]([O:26][CH2:27][C:28]3[CH:33]=[CH:32][CH:31]=[CH:30][CH:29]=3)[C@@H:24]([O:34][CH2:35][C:36]3[CH:41]=[CH:40][CH:39]=[CH:38][CH:37]=3)[C@H:23]([O:42][CH2:43][C:44]3[CH:49]=[CH:48][CH:47]=[CH:46][CH:45]=3)[C@@H:22]([CH2:50][O:51][CH2:52][C:53]3[CH:58]=[CH:57][CH:56]=[CH:55][CH:54]=3)[O:21]2)=[CH:16][C:3]=1[CH2:4][O:5][Si](C(C)C)(C(C)C)C(C)C.[F-].C([N+](CCCC)(CCCC)CCCC)CCC. The catalyst is C1COCC1. The product is [Cl:1][C:2]1[CH:19]=[CH:18][C:17]([CH:20]2[C@H:25]([O:26][CH2:27][C:28]3[CH:29]=[CH:30][CH:31]=[CH:32][CH:33]=3)[C@@H:24]([O:34][CH2:35][C:36]3[CH:41]=[CH:40][CH:39]=[CH:38][CH:37]=3)[C@H:23]([O:42][CH2:43][C:44]3[CH:45]=[CH:46][CH:47]=[CH:48][CH:49]=3)[C@@H:22]([CH2:50][O:51][CH2:52][C:53]3[CH:54]=[CH:55][CH:56]=[CH:57][CH:58]=3)[O:21]2)=[CH:16][C:3]=1[CH2:4][OH:5]. The yield is 0.980. (2) The reactants are [CH3:1][O:2][C:3](=[O:24])/[CH:4]=[CH:5]/[C:6]1[CH:7]=[C:8]2[C:12](=[CH:13][CH:14]=1)[N:11]([S:15]([C:18]1[S:19][C:20](Br)=[CH:21][CH:22]=1)(=[O:17])=[O:16])[CH:10]=[CH:9]2.[F:25][C:26]([F:38])([F:37])[O:27][C:28]1[CH:29]=[C:30](B(O)O)[CH:31]=[CH:32][CH:33]=1.C([O-])([O-])=O.[K+].[K+].C(OCC)(=O)C. The catalyst is C1COCC1.C1C=CC([P]([Pd]([P](C2C=CC=CC=2)(C2C=CC=CC=2)C2C=CC=CC=2)([P](C2C=CC=CC=2)(C2C=CC=CC=2)C2C=CC=CC=2)[P](C2C=CC=CC=2)(C2C=CC=CC=2)C2C=CC=CC=2)(C2C=CC=CC=2)C2C=CC=CC=2)=CC=1. The product is [CH3:1][O:2][C:3](=[O:24])/[CH:4]=[CH:5]/[C:6]1[CH:7]=[C:8]2[C:12](=[CH:13][CH:14]=1)[N:11]([S:15]([C:18]1[S:19][C:20]([C:30]3[CH:31]=[CH:32][CH:33]=[C:28]([O:27][C:26]([F:25])([F:37])[F:38])[CH:29]=3)=[CH:21][CH:22]=1)(=[O:17])=[O:16])[CH:10]=[CH:9]2. The yield is 0.620. (3) The reactants are C([O:8][C:9]1[CH:14]=[CH:13][C:12]2[C:15]3([CH2:38][O:39][C:11]=2[CH:10]=1)[C:23]1[C:18](=[CH:19][CH:20]=[CH:21][CH:22]=1)[N:17](C(C1C=CC=CC=1)C1C=CC=CC=1)[C:16]3=[O:37])C1C=CC=CC=1.[H][H]. The catalyst is CO.[OH-].[OH-].[Pd+2]. The product is [OH:8][C:9]1[CH:14]=[CH:13][C:12]2[C:15]3([CH2:38][O:39][C:11]=2[CH:10]=1)[C:23]1[C:18](=[CH:19][CH:20]=[CH:21][CH:22]=1)[NH:17][C:16]3=[O:37]. The yield is 0.830.